Dataset: Forward reaction prediction with 1.9M reactions from USPTO patents (1976-2016). Task: Predict the product of the given reaction. (1) Given the reactants [F:1][C:2]([F:17])([F:16])[C:3](=O)[CH2:4][C:5](=O)[CH:6]=[CH:7][C:8]1[CH:13]=[CH:12][CH:11]=[CH:10][CH:9]=1.Cl.[CH3:19][O:20][C:21]1[CH:26]=[CH:25][C:24]([NH:27][NH2:28])=[CH:23][CH:22]=1, predict the reaction product. The product is: [CH3:19][O:20][C:21]1[CH:26]=[CH:25][C:24]([N:27]2[C:5]([CH:6]=[CH:7][C:8]3[CH:13]=[CH:12][CH:11]=[CH:10][CH:9]=3)=[CH:4][C:3]([C:2]([F:17])([F:16])[F:1])=[N:28]2)=[CH:23][CH:22]=1. (2) Given the reactants [CH3:1][C:2]1([CH3:24])[C:10]2[C:9]3[CH:11]=[C:12]([S:19]([O-:22])(=[O:21])=[O:20])[CH:13]=[C:14]([S:15]([O-:18])(=[O:17])=[O:16])[C:8]=3[CH:7]=[CH:6][C:5]=2[N:4]=[C:3]1[CH3:23].Br[CH:26]([CH2:30][CH2:31]CC)[C:27]([OH:29])=[O:28].[C:34](OCC)(=O)[CH3:35], predict the reaction product. The product is: [C:27]([CH:26]([CH2:30][CH3:31])[CH2:34][CH2:35][O:17][S:15]([C:14]1[C:8]2[CH:7]=[CH:6][C:5]3[NH+:4]=[C:3]([CH3:23])[C:2]([CH3:24])([CH3:1])[C:10]=3[C:9]=2[CH:11]=[C:12]([S:19]([O-:22])(=[O:21])=[O:20])[CH:13]=1)(=[O:18])=[O:16])([OH:29])=[O:28]. (3) Given the reactants [ClH:1].[C:2]1([C@@H:8]2[CH2:10][C@H:9]2[N:11]([CH2:19][CH2:20][CH:21]2[CH2:26][CH2:25][O:24][CH2:23][CH2:22]2)C(=O)OC(C)(C)C)[CH:7]=[CH:6][CH:5]=[CH:4][CH:3]=1, predict the reaction product. The product is: [ClH:1].[C:2]1([C@@H:8]2[CH2:10][C@H:9]2[NH:11][CH2:19][CH2:20][CH:21]2[CH2:26][CH2:25][O:24][CH2:23][CH2:22]2)[CH:3]=[CH:4][CH:5]=[CH:6][CH:7]=1. (4) Given the reactants [F:1][C:2]1[CH:7]=[CH:6][C:5]([CH:8]2[O:12][C:11](=O)[N:10](C)[CH:9]2[CH2:15][C:16]2[CH:21]=[CH:20][C:19]([C:22]([F:25])([F:24])[F:23])=[CH:18][CH:17]=2)=[CH:4][CH:3]=1.[OH-].[Na+], predict the reaction product. The product is: [F:1][C:2]1[CH:3]=[CH:4][C:5]([CH:8]([OH:12])[CH:9]([NH:10][CH3:11])[CH2:15][C:16]2[CH:21]=[CH:20][C:19]([C:22]([F:25])([F:24])[F:23])=[CH:18][CH:17]=2)=[CH:6][CH:7]=1. (5) Given the reactants Br[CH2:2][CH2:3][CH2:4][CH2:5][CH2:6][CH2:7][O:8][C:9]1[CH:10]=[C:11]2[C:15](=[CH:16][CH:17]=1)[N:14]([C:18]1[CH:23]=[CH:22][C:21]([F:24])=[CH:20][CH:19]=1)[CH:13]=[CH:12]2.[H-].[Na+].[CH3:27][CH2:28]OCC.O.[CH3:33][N:34]([CH:36]=O)C, predict the reaction product. The product is: [CH:36]1([N:34]([CH2:2][CH2:3][CH2:4][CH2:5][CH2:6][CH2:7][O:8][C:9]2[CH:10]=[C:11]3[C:15](=[CH:16][CH:17]=2)[N:14]([C:18]2[CH:23]=[CH:22][C:21]([F:24])=[CH:20][CH:19]=2)[CH:13]=[CH:12]3)[CH3:33])[CH2:28][CH2:27]1. (6) Given the reactants [Br:1][C:2]1[CH:3]=[C:4]([CH:19]=[CH:20][C:21]=1F)[C:5]([NH:7][C:8]1[CH:13]=[CH:12][C:11]([O:14][C:15]([Cl:18])([F:17])[F:16])=[CH:10][CH:9]=1)=[O:6].Cl.Cl.[NH2:25][C@H:26]1[CH2:30][NH:29][CH2:28][C@@H:27]1[OH:31], predict the reaction product. The product is: [NH2:25][C@@H:26]1[C@@H:27]([OH:31])[CH2:28][N:29]([C:21]2[CH:20]=[CH:19][C:4]([C:5]([NH:7][C:8]3[CH:13]=[CH:12][C:11]([O:14][C:15]([Cl:18])([F:17])[F:16])=[CH:10][CH:9]=3)=[O:6])=[CH:3][C:2]=2[Br:1])[CH2:30]1. (7) The product is: [CH3:31][C:28]([O:27][C:25](=[O:26])[C@@H:24]1[CH2:32][CH2:33][CH2:34][N:23]1[C:2]1[CH:11]=[CH:10][C:9]2[C:4](=[CH:5][CH:6]=[C:7]([Cl:22])[C:8]=2[C:12]([NH:14][CH2:15][CH:16]2[CH2:21][CH2:20][CH2:19][CH2:18][CH2:17]2)=[O:13])[N:3]=1)([CH3:29])[CH3:30]. Given the reactants Cl[C:2]1[CH:11]=[CH:10][C:9]2[C:8]([C:12]([NH:14][CH2:15][CH:16]3[CH2:21][CH2:20][CH2:19][CH2:18][CH2:17]3)=[O:13])=[C:7]([Cl:22])[CH:6]=[CH:5][C:4]=2[N:3]=1.[NH:23]1[CH2:34][CH2:33][CH2:32][C@H:24]1[C:25]([O:27][C:28]([CH3:31])([CH3:30])[CH3:29])=[O:26], predict the reaction product.